This data is from HIV replication inhibition screening data with 41,000+ compounds from the AIDS Antiviral Screen. The task is: Binary Classification. Given a drug SMILES string, predict its activity (active/inactive) in a high-throughput screening assay against a specified biological target. (1) The molecule is Clc1cccc2[nH]ncc12. The result is 0 (inactive). (2) The drug is Cn1c(N)c(Cc2ccc(Cl)cc2)c(=O)[nH]c1=O. The result is 0 (inactive).